Dataset: Peptide-MHC class I binding affinity with 185,985 pairs from IEDB/IMGT. Task: Regression. Given a peptide amino acid sequence and an MHC pseudo amino acid sequence, predict their binding affinity value. This is MHC class I binding data. (1) The MHC is HLA-A03:01 with pseudo-sequence HLA-A03:01. The peptide sequence is KLVGINMSKK. The binding affinity (normalized) is 0.756. (2) The peptide sequence is RRRWQQLL. The MHC is HLA-B27:05 with pseudo-sequence HLA-B27:05. The binding affinity (normalized) is 0.688. (3) The peptide sequence is ARVAASLAK. The MHC is HLA-A68:02 with pseudo-sequence HLA-A68:02. The binding affinity (normalized) is 0.0847. (4) The peptide sequence is LRTMSYKAI. The MHC is Mamu-B08 with pseudo-sequence Mamu-B08. The binding affinity (normalized) is 0.239.